Predict the reaction yield, written as a fraction of the theoretical maximum amount of product (1.0 means a 100% yield; for example, 0.34 means a 34% yield). From a dataset of Reaction yield outcomes from USPTO patents with 853,638 reactions. (1) The reactants are [CH3:1][O:2][C:3]([C:5]1([C:8]2[CH:13]=[CH:12][C:11]([O:14][CH2:15][CH2:16][C:17]([O:19]C(C)(C)C)=[O:18])=[CH:10][CH:9]=2)[CH2:7][CH2:6]1)=[O:4]. The catalyst is Cl. The product is [CH3:1][O:2][C:3]([C:5]1([C:8]2[CH:13]=[CH:12][C:11]([O:14][CH2:15][CH2:16][C:17]([OH:19])=[O:18])=[CH:10][CH:9]=2)[CH2:7][CH2:6]1)=[O:4]. The yield is 0.960. (2) The reactants are [H-].[Na+].O1CCC[CH2:4]1.[CH3:8][CH2:9][C:10](=[O:16])[CH2:11][C:12](=[O:15])[CH2:13][CH3:14].IC. The catalyst is O. The product is [CH3:4][CH:11]([C:10](=[O:16])[CH2:9][CH3:8])[C:12](=[O:15])[CH2:13][CH3:14]. The yield is 0.940. (3) The reactants are [Cl:1][C:2]1[CH:7]=[CH:6][CH:5]=[CH:4][C:3]=1[N:8]1[C:12]([N:13]2[C:21](=[O:22])[C:20]3[C:15](=[CH:16][CH:17]=[CH:18][C:19]=3[I:23])[C:14]2=[O:24])=[CH:11][C:10]([C:25]([F:28])([F:27])[F:26])=[N:9]1.[CH:29]([NH2:32])([CH3:31])[CH3:30]. No catalyst specified. The product is [Cl:1][C:2]1[CH:7]=[CH:6][CH:5]=[CH:4][C:3]=1[N:8]1[C:12]([NH:13][C:21]([C:20]2[C:15]([C:14]([NH:32][CH:29]([CH3:31])[CH3:30])=[O:24])=[CH:16][CH:17]=[CH:18][C:19]=2[I:23])=[O:22])=[CH:11][C:10]([C:25]([F:28])([F:26])[F:27])=[N:9]1. The yield is 0.180. (4) The reactants are [F:1][C:2]1[CH:3]=[C:4]([NH:13][C:14]([C@H:16]2[C:25]3[C:20](=[CH:21][C:22]([O:26][CH3:27])=[CH:23][CH:24]=3)[CH2:19][CH2:18][N:17]2[C:28]([CH:30]2[CH2:33][C:32](=[CH:34][C:35]([O:37][C:38]([CH3:41])([CH3:40])[CH3:39])=[O:36])[CH2:31]2)=[O:29])=[O:15])[CH:5]=[C:6]([F:12])[C:7]=1[Si:8]([CH3:11])([CH3:10])[CH3:9]. The catalyst is CO.[C].[Pd]. The product is [F:1][C:2]1[CH:3]=[C:4]([NH:13][C:14]([C@H:16]2[C:25]3[C:20](=[CH:21][C:22]([O:26][CH3:27])=[CH:23][CH:24]=3)[CH2:19][CH2:18][N:17]2[C:28]([CH:30]2[CH2:31][CH:32]([CH2:34][C:35]([O:37][C:38]([CH3:41])([CH3:40])[CH3:39])=[O:36])[CH2:33]2)=[O:29])=[O:15])[CH:5]=[C:6]([F:12])[C:7]=1[Si:8]([CH3:9])([CH3:11])[CH3:10]. The yield is 0.850. (5) The reactants are [CH3:1][O:2][C:3]1[N:10]=[C:9]([CH3:11])[CH:8]=[C:7]([CH2:12][CH2:13][CH2:14][CH:15]=[CH2:16])[C:4]=1[C:5]#[N:6].[H-].[H-].[H-].[H-].[Li+].[Al+3].O.[OH-].[Na+]. The catalyst is CCOCC. The product is [CH3:1][O:2][C:3]1[C:4]([CH2:5][NH2:6])=[C:7]([CH2:12][CH2:13][CH2:14][CH:15]=[CH2:16])[CH:8]=[C:9]([CH3:11])[N:10]=1. The yield is 0.830. (6) The reactants are [Li+].C[Si]([N-][Si](C)(C)C)(C)C.[CH2:11]([O:13][C:14](=[O:25])[CH2:15][CH2:16][NH:17][C:18]([O:20][C:21]([CH3:24])([CH3:23])[CH3:22])=[O:19])[CH3:12].Br[CH2:27][C:28]1[C:29]([F:40])=[CH:30][N:31]=[C:32]2[C:37]=1[N:36]=[C:35]([O:38][CH3:39])[CH:34]=[CH:33]2.O. The catalyst is C1COCC1.CC(=O)OCC. The product is [CH2:11]([O:13][C:14](=[O:25])[CH:15]([CH2:16][NH:17][C:18]([O:20][C:21]([CH3:24])([CH3:23])[CH3:22])=[O:19])[CH2:27][C:28]1[C:37]2[C:32](=[CH:33][CH:34]=[C:35]([O:38][CH3:39])[N:36]=2)[N:31]=[CH:30][C:29]=1[F:40])[CH3:12]. The yield is 0.750.